This data is from Full USPTO retrosynthesis dataset with 1.9M reactions from patents (1976-2016). The task is: Predict the reactants needed to synthesize the given product. (1) Given the product [CH3:17][O:18][C:19]1[CH:20]=[C:21]([C:2]2[N:3]=[C:4]3[C:10]([C:11](=[O:16])[C:12]([CH3:15])([CH3:14])[CH3:13])=[CH:9][NH:8][C:5]3=[N:6][CH:7]=2)[CH:22]=[C:23]([O:25][CH3:26])[CH:24]=1, predict the reactants needed to synthesize it. The reactants are: Br[C:2]1[N:3]=[C:4]2[C:10]([C:11](=[O:16])[C:12]([CH3:15])([CH3:14])[CH3:13])=[CH:9][NH:8][C:5]2=[N:6][CH:7]=1.[CH3:17][O:18][C:19]1[CH:20]=[C:21](B(O)O)[CH:22]=[C:23]([O:25][CH3:26])[CH:24]=1. (2) Given the product [N:23]1([CH2:28][C:29]2[CH:30]=[CH:31][C:32]([C:11]3[CH:12]=[CH:13][C:8]([N:7]([C:1]4[CH:6]=[CH:5][CH:4]=[CH:3][CH:2]=4)[C:17]4[CH:22]=[CH:21][CH:20]=[CH:19][CH:18]=4)=[CH:9][CH:10]=3)=[N:33][CH:34]=2)[CH:27]=[CH:26][N:25]=[CH:24]1, predict the reactants needed to synthesize it. The reactants are: [C:1]1([N:7]([C:17]2[CH:22]=[CH:21][CH:20]=[CH:19][CH:18]=2)[C:8]2[CH:13]=[CH:12][C:11](B(O)O)=[CH:10][CH:9]=2)[CH:6]=[CH:5][CH:4]=[CH:3][CH:2]=1.[N:23]1([CH2:28][C:29]2[CH:30]=[CH:31][C:32](Br)=[N:33][CH:34]=2)[CH:27]=[CH:26][N:25]=[CH:24]1. (3) The reactants are: [Cl:1][C:2]1[CH:7]=[CH:6][C:5]([CH2:8][CH2:9][C:10]([O:12]C)=[O:11])=[CH:4][C:3]=1[NH:14][C:15](=[O:49])[CH2:16][C@H:17]1[O:23][C@H:22]([C:24]2[CH:29]=[CH:28][CH:27]=[C:26]([O:30][CH3:31])[C:25]=2[O:32][CH3:33])[C:21]2[CH:34]=[C:35]([Cl:38])[CH:36]=[CH:37][C:20]=2[N:19]([CH2:39][C:40]([CH3:47])([CH3:46])[CH2:41][O:42]C(=O)C)[C:18]1=[O:48].[OH-].[Na+].C(O)C. Given the product [Cl:1][C:2]1[CH:7]=[CH:6][C:5]([CH2:8][CH2:9][C:10]([OH:12])=[O:11])=[CH:4][C:3]=1[NH:14][C:15](=[O:49])[CH2:16][C@H:17]1[O:23][C@H:22]([C:24]2[CH:29]=[CH:28][CH:27]=[C:26]([O:30][CH3:31])[C:25]=2[O:32][CH3:33])[C:21]2[CH:34]=[C:35]([Cl:38])[CH:36]=[CH:37][C:20]=2[N:19]([CH2:39][C:40]([CH3:46])([CH3:47])[CH2:41][OH:42])[C:18]1=[O:48], predict the reactants needed to synthesize it. (4) Given the product [CH2:1]([N:3]1[CH2:6][CH2:7][CH:38]([C:32]2[CH:31]=[C:30]([NH:29][C:26]3[N:27]=[CH:28][C:23]4[S:22][C:21]([C:44]([NH2:46])=[O:45])=[C:20]([C:15]5[CH:16]=[CH:17][CH:18]=[CH:19][C:14]=5[O:13][CH3:12])[C:24]=4[N:25]=3)[N:34]([CH:35]([CH3:37])[CH3:36])[N:33]=2)[CH2:5][CH2:4]1)[CH3:2], predict the reactants needed to synthesize it. The reactants are: [CH2:1]([N:3]([CH2:6][CH3:7])[CH2:4][CH3:5])[CH3:2].ICC.Cl.[CH3:12][O:13][C:14]1[CH:19]=[CH:18][CH:17]=[CH:16][C:15]=1[C:20]1[C:24]2[N:25]=[C:26]([NH:29][C:30]3[N:34]([CH:35]([CH3:37])[CH3:36])[N:33]=[C:32]([CH:38]4CCNCC4)[CH:31]=3)[N:27]=[CH:28][C:23]=2[S:22][C:21]=1[C:44]([NH2:46])=[O:45]. (5) The reactants are: [NH2:1][C:2]1[CH:3]=[CH:4][C:5]([C:12]2[CH:17]=[CH:16][C:15]([NH:18][C:19]([NH:21][C:22]3[CH:27]=[CH:26][CH:25]=[C:24]([CH3:28])[CH:23]=3)=[O:20])=[CH:14][CH:13]=2)=[C:6]2[C:10]=1[C:9](=[O:11])[NH:8][CH2:7]2.[C:29](Cl)(=[O:31])[CH3:30]. Given the product [CH3:28][C:24]1[CH:23]=[C:22]([NH:21][C:19]([NH:18][C:15]2[CH:14]=[CH:13][C:12]([C:5]3[CH:4]=[CH:3][C:2]([NH:1][C:29](=[O:31])[CH3:30])=[C:10]4[C:6]=3[CH2:7][NH:8][C:9]4=[O:11])=[CH:17][CH:16]=2)=[O:20])[CH:27]=[CH:26][CH:25]=1, predict the reactants needed to synthesize it. (6) Given the product [NH2:22][C:2]1[C:7]2[C:8](=[O:21])[N:9]([C:13]3[CH:18]=[CH:17][C:16]([I:19])=[C:15]([Cl:20])[CH:14]=3)[CH2:10][CH2:11][O:12][C:6]=2[N:5]=[CH:4][N:3]=1, predict the reactants needed to synthesize it. The reactants are: Cl[C:2]1[C:7]2[C:8](=[O:21])[N:9]([C:13]3[CH:18]=[CH:17][C:16]([I:19])=[C:15]([Cl:20])[CH:14]=3)[CH2:10][CH2:11][O:12][C:6]=2[N:5]=[CH:4][N:3]=1.[NH3:22]. (7) Given the product [CH3:30][N:29]1[CH:23]2[CH2:24][CH2:25][CH2:26][CH:27]1[CH2:28][CH:21]([NH:20][C:15]([C:11]1[CH:12]=[CH:13][CH:14]=[C:8]3[O:7][C:6]([C:2]4[S:1][CH:5]=[CH:4][CH:3]=4)=[N:10][C:9]=13)=[O:17])[CH2:22]2, predict the reactants needed to synthesize it. The reactants are: [S:1]1[CH:5]=[CH:4][CH:3]=[C:2]1[C:6]1[O:7][C:8]2[C:9](=[C:11]([C:15]([OH:17])=O)[CH:12]=[CH:13][CH:14]=2)[N:10]=1.Cl.Cl.[NH2:20][CH:21]1[CH2:28][CH:27]2[N:29]([CH3:30])[CH:23]([CH2:24][CH2:25][CH2:26]2)[CH2:22]1.Cl.C(N=C=NCCCN(C)C)C.ON1C2C=CC=CC=2N=N1.C(N(CC)CC)C.